From a dataset of Full USPTO retrosynthesis dataset with 1.9M reactions from patents (1976-2016). Predict the reactants needed to synthesize the given product. Given the product [C:12]1([CH3:37])[CH:17]=[CH:16][CH:15]=[C:14]([C:18]2[CH:19]=[N:20][C:21]([NH:24][C:25]3[O:26][C@:27]4([CH2:35][N:36]=3)[CH:32]3[CH2:31][CH2:30][N+:29]([O-:9])([CH2:34][CH2:33]3)[CH2:28]4)=[N:22][CH:23]=2)[CH:13]=1, predict the reactants needed to synthesize it. The reactants are: C1C=C(Cl)C=C(C(OO)=[O:9])C=1.[C:12]1([CH3:37])[CH:17]=[CH:16][CH:15]=[C:14]([C:18]2[CH:19]=[N:20][C:21]([NH:24][C:25]3[O:26][C@:27]4([CH2:35][N:36]=3)[CH:32]3[CH2:33][CH2:34][N:29]([CH2:30][CH2:31]3)[CH2:28]4)=[N:22][CH:23]=2)[CH:13]=1.